From a dataset of Peptide-MHC class I binding affinity with 185,985 pairs from IEDB/IMGT. Regression. Given a peptide amino acid sequence and an MHC pseudo amino acid sequence, predict their binding affinity value. This is MHC class I binding data. The peptide sequence is MMSMYGKAF. The MHC is HLA-B15:01 with pseudo-sequence HLA-B15:01. The binding affinity (normalized) is 0.893.